Dataset: Reaction yield outcomes from USPTO patents with 853,638 reactions. Task: Predict the reaction yield, written as a fraction of the theoretical maximum amount of product (1.0 means a 100% yield; for example, 0.34 means a 34% yield). (1) The reactants are C(OC(=O)C)(=O)C.[CH3:8][O:9][C:10]1[CH:18]=[CH:17][CH:16]=[C:12]([C:13]([OH:15])=O)[C:11]=1[C:19]([OH:21])=[O:20]. The catalyst is O1CCCC1. The product is [CH3:8][O:9][C:10]1[CH:18]=[CH:17][CH:16]=[C:12]2[C:13]([O:21][C:19](=[O:20])[C:11]=12)=[O:15]. The yield is 0.990. (2) The reactants are [B-](F)(F)(F)[C:2]1[CH:11]=[CH:10][C:9]2[C:4](=[CH:5][CH:6]=[CH:7][CH:8]=2)[CH:3]=1.[K+].C([O-])([O-])=O.[Cs+].[Cs+].Br[CH:23]([C:28]1[CH:33]=[CH:32][C:31]([O:34][CH3:35])=[CH:30][CH:29]=1)[C:24]([F:27])([F:26])[F:25]. The catalyst is [Cl-].[Na+].O.C1C=CC(/C=C/C(/C=C/C2C=CC=CC=2)=O)=CC=1.C1C=CC(/C=C/C(/C=C/C2C=CC=CC=2)=O)=CC=1.C1C=CC(/C=C/C(/C=C/C2C=CC=CC=2)=O)=CC=1.[Pd].[Pd]. The product is [F:25][C:24]([F:26])([F:27])[CH:23]([C:2]1[CH:11]=[CH:10][C:9]2[C:4](=[CH:5][CH:6]=[CH:7][CH:8]=2)[CH:3]=1)[C:28]1[CH:33]=[CH:32][C:31]([O:34][CH3:35])=[CH:30][CH:29]=1. The yield is 0.630.